Dataset: Catalyst prediction with 721,799 reactions and 888 catalyst types from USPTO. Task: Predict which catalyst facilitates the given reaction. (1) Reactant: [CH2:1]([N:8]1[C:16]2[C:11](=[CH:12][C:13]([C:17]3[CH:22]=[CH:21][C:20]([C:23]([CH3:26])([CH3:25])[CH3:24])=[CH:19][CH:18]=3)=[CH:14][CH:15]=2)[C:10]([C:27](=[O:33])[C:28]([O:30]CC)=[O:29])=[CH:9]1)[C:2]1[CH:7]=[CH:6][CH:5]=[CH:4][CH:3]=1.[OH-].[K+]. Product: [CH2:1]([N:8]1[C:16]2[C:11](=[CH:12][C:13]([C:17]3[CH:22]=[CH:21][C:20]([C:23]([CH3:26])([CH3:25])[CH3:24])=[CH:19][CH:18]=3)=[CH:14][CH:15]=2)[C:10]([C:27](=[O:33])[C:28]([OH:30])=[O:29])=[CH:9]1)[C:2]1[CH:3]=[CH:4][CH:5]=[CH:6][CH:7]=1. The catalyst class is: 20. (2) Reactant: [F:1][C:2]1[CH:3]=[C:4]2[C:8](=[CH:9][CH:10]=1)[CH2:7][C:6]([NH:14][C:15](=[O:27])[C:16]1[CH:21]=[CH:20][CH:19]=[C:18]([CH3:22])[C:17]=1[CH:23]=[C:24]([CH3:26])[CH3:25])([C:11]([OH:13])=[O:12])[CH2:5]2. Product: [F:1][C:2]1[CH:3]=[C:4]2[C:8](=[CH:9][CH:10]=1)[CH2:7][C:6]([NH:14][C:15](=[O:27])[C:16]1[CH:21]=[CH:20][CH:19]=[C:18]([CH3:22])[C:17]=1[CH2:23][CH:24]([CH3:25])[CH3:26])([C:11]([OH:13])=[O:12])[CH2:5]2. The catalyst class is: 285. (3) Reactant: Br[CH2:2][CH2:3][N:4]1[C:8]([CH2:9]Br)=[CH:7][C:6]([N+:11]([O-:13])=[O:12])=[N:5]1.[F:14][CH:15]([F:18])[CH2:16][NH2:17].CS(C)=O. Product: [F:14][CH:15]([F:18])[CH2:16][N:17]1[CH2:2][CH2:3][N:4]2[N:5]=[C:6]([N+:11]([O-:13])=[O:12])[CH:7]=[C:8]2[CH2:9]1. The catalyst class is: 6. (4) Reactant: [NH2:1][CH2:2][C:3]1[C:8]([CH2:9][CH3:10])=[N:7][C:6]2[N:11]([CH2:14][CH3:15])[N:12]=[CH:13][C:5]=2[C:4]=1[NH:16][CH:17]1[CH2:22][CH2:21][O:20][CH2:19][CH2:18]1.[Cl:23][C:24]1[CH:32]=[C:31]([F:33])[C:30]([S:34](Cl)(=[O:36])=[O:35])=[CH:29][C:25]=1[C:26]([OH:28])=[O:27].CCN(CC)CC. Product: [Cl:23][C:24]1[CH:32]=[C:31]([F:33])[C:30]([S:34]([NH:1][CH2:2][C:3]2[C:4]([NH:16][CH:17]3[CH2:18][CH2:19][O:20][CH2:21][CH2:22]3)=[C:5]3[CH:13]=[N:12][N:11]([CH2:14][CH3:15])[C:6]3=[N:7][C:8]=2[CH2:9][CH3:10])(=[O:36])=[O:35])=[CH:29][C:25]=1[C:26]([OH:28])=[O:27]. The catalyst class is: 2.